From a dataset of Forward reaction prediction with 1.9M reactions from USPTO patents (1976-2016). Predict the product of the given reaction. (1) Given the reactants [C:1]([OH:10])(=[O:9])[C:2]1[C:3](=[CH:5][CH:6]=[CH:7][CH:8]=1)[NH2:4].[O:11]1[CH2:15][CH2:14][C:13]2[CH:16]=[C:17]([CH:20]=O)[CH:18]=[CH:19][C:12]1=2, predict the reaction product. The product is: [O:11]1[C:12]2[CH:19]=[CH:18][C:17]([CH2:20][NH:4][C:3]3[CH:5]=[CH:6][CH:7]=[CH:8][C:2]=3[C:1]([OH:10])=[O:9])=[CH:16][C:13]=2[CH2:14][CH2:15]1. (2) Given the reactants [Br:1][C:2]1[CH:3]=[C:4]2[C:9](=[CH:10][CH:11]=1)[NH:8][C:7](=[O:12])[C:6]([CH3:14])([CH3:13])[C:5]2=[O:15].[F:16][C:17]1[CH:22]=[CH:21][C:20](B(O)O)=[CH:19][CH:18]=1, predict the reaction product. The product is: [Br:1][C:2]1[CH:3]=[C:4]2[C:9](=[CH:10][CH:11]=1)[N:8]([C:20]1[CH:21]=[CH:22][C:17]([F:16])=[CH:18][CH:19]=1)[C:7](=[O:12])[C:6]([CH3:13])([CH3:14])[C:5]2=[O:15]. (3) Given the reactants N[C:2]1C=C(Br)C=CC=1C(OC)=O.[Br:13][C:14]1[CH:22]=[CH:21][C:17]([C:18]([OH:20])=[O:19])=[C:16]([N+:23]([O-:25])=[O:24])[CH:15]=1.N12CCCN=C1CCCCC2.IC, predict the reaction product. The product is: [Br:13][C:14]1[CH:22]=[CH:21][C:17]([C:18]([O:20][CH3:2])=[O:19])=[C:16]([N+:23]([O-:25])=[O:24])[CH:15]=1. (4) Given the reactants [N:1]1[CH:6]=[CH:5][C:4]([C:7]2[CH:11]=[N:10][NH:9][C:8]=2[C:12]2[CH:29]=[CH:28][C:15]([O:16][CH2:17][C:18]3[CH:27]=[CH:26][C:25]4[C:20](=[CH:21][CH:22]=[CH:23][CH:24]=4)[N:19]=3)=[CH:14][CH:13]=2)=[CH:3][CH:2]=1.[F:30][C:31]([F:35])([F:34])[CH2:32]I.C(=O)([O-])[O-].[Cs+].[Cs+], predict the reaction product. The product is: [N:1]1[CH:2]=[CH:3][C:4]([C:7]2[C:8]([C:12]3[CH:13]=[CH:14][C:15]([O:16][CH2:17][C:18]4[CH:27]=[CH:26][C:25]5[C:20](=[CH:21][CH:22]=[CH:23][CH:24]=5)[N:19]=4)=[CH:28][CH:29]=3)=[N:9][N:10]([CH2:32][C:31]([F:35])([F:34])[F:30])[CH:11]=2)=[CH:5][CH:6]=1. (5) Given the reactants O1CCOCC1.[OH-].[K+].C(N(CC)[C:12](=[O:30])[C:13]1[CH:18]=[CH:17][CH:16]=[CH:15][C:14]=1[CH:19]([N:24]1[C:28]([I:29])=[CH:27][N:26]=[CH:25]1)[C:20]([OH:23])([CH3:22])[CH3:21])C.Cl, predict the reaction product. The product is: [I:29][C:28]1[N:24]([CH:19]2[C:14]3[C:13](=[CH:18][CH:17]=[CH:16][CH:15]=3)[C:12](=[O:30])[O:23][C:20]2([CH3:22])[CH3:21])[CH:25]=[N:26][CH:27]=1.